The task is: Predict the reaction yield, written as a fraction of the theoretical maximum amount of product (1.0 means a 100% yield; for example, 0.34 means a 34% yield).. This data is from Reaction yield outcomes from USPTO patents with 853,638 reactions. (1) The catalyst is C(#N)C. The yield is 0.640. The reactants are [CH3:1][NH:2][C@@H:3]([C:27]1[CH:32]=[CH:31][CH:30]=[CH:29][CH:28]=1)[CH2:4][N:5]1[CH2:9][CH2:8][C@H:7]([O:10][CH2:11][CH2:12][O:13][CH2:14][CH2:15][O:16][CH2:17][CH2:18][O:19][CH2:20][CH2:21][O:22][CH2:23][CH2:24][O:25][CH3:26])[CH2:6]1.[Cl:33][C:34]1[CH:35]=[C:36]([CH2:41][C:42]([OH:44])=O)[CH:37]=[CH:38][C:39]=1[Cl:40].C(N(CC)C(C)C)(C)C.F[B-](F)(F)F.N1(OC(N(C)C)=[N+](C)C)C2C=CC=CC=2N=N1. The product is [Cl:33][C:34]1[CH:35]=[C:36]([CH2:41][C:42]([N:2]([CH3:1])[C@@H:3]([C:27]2[CH:28]=[CH:29][CH:30]=[CH:31][CH:32]=2)[CH2:4][N:5]2[CH2:9][CH2:8][C@H:7]([O:10][CH2:11][CH2:12][O:13][CH2:14][CH2:15][O:16][CH2:17][CH2:18][O:19][CH2:20][CH2:21][O:22][CH2:23][CH2:24][O:25][CH3:26])[CH2:6]2)=[O:44])[CH:37]=[CH:38][C:39]=1[Cl:40]. (2) The reactants are [OH-:1].[K+].[C:3](=[O:6])([O-:5])[O-].[Na+].[Na+].Cl.[NH2:10][C:11]([NH2:13])=[NH:12].[C:25]([O:24][C:22](O[C:22]([O:24][C:25]([CH3:28])([CH3:27])[CH3:26])=[O:23])=[O:23])([CH3:28])([CH3:27])[CH3:26]. The catalyst is O.CS(C)=O. The product is [C:22]([NH:12][C:11]([NH:13][C:22]([O:24][C:25]([CH3:26])([CH3:27])[CH3:28])=[O:23])=[N:10][C:3]([O:5][C:25]([CH3:28])([CH3:27])[CH3:26])=[O:6])([O:24][C:25]([CH3:28])([CH3:27])[CH3:26])=[O:1]. The yield is 0.830.